Dataset: Catalyst prediction with 721,799 reactions and 888 catalyst types from USPTO. Task: Predict which catalyst facilitates the given reaction. (1) Reactant: [CH2:1]([NH2:8])[C:2]1[CH:7]=[CH:6][CH:5]=[CH:4][CH:3]=1.[OH-].[Na+].[C:11](Cl)(=[O:13])[CH3:12]. Product: [C:2]1([CH2:1][NH:8][C:11](=[O:13])[CH3:12])[CH:7]=[CH:6][CH:5]=[CH:4][CH:3]=1. The catalyst class is: 2. (2) Reactant: [BH4-].[Na+].[Cl:3][C:4]1[CH:24]=[CH:23][C:7]([C:8]([CH:10]2[CH2:15][CH2:14][N:13]([C:16]([O:18][C:19]([CH3:22])([CH3:21])[CH3:20])=[O:17])[CH2:12][CH2:11]2)=[O:9])=[CH:6][CH:5]=1. Product: [Cl:3][C:4]1[CH:5]=[CH:6][C:7]([CH:8]([OH:9])[CH:10]2[CH2:11][CH2:12][N:13]([C:16]([O:18][C:19]([CH3:21])([CH3:20])[CH3:22])=[O:17])[CH2:14][CH2:15]2)=[CH:23][CH:24]=1. The catalyst class is: 5. (3) Reactant: [C:1]([C:5]1[CH:10]=[CH:9][C:8]([N:11]2[CH2:16][CH2:15][C:14](=O)[CH2:13][CH2:12]2)=[CH:7][CH:6]=1)([CH3:4])([CH3:3])[CH3:2].[C:18]([CH2:20]C(O)=O)#[N:19].C([O-])(=O)C.[NH4+]. The catalyst class is: 11. Product: [C:1]([C:5]1[CH:10]=[CH:9][C:8]([N:11]2[CH2:16][CH:15]=[C:14]([CH2:20][C:18]#[N:19])[CH2:13][CH2:12]2)=[CH:7][CH:6]=1)([CH3:4])([CH3:3])[CH3:2].